This data is from Catalyst prediction with 721,799 reactions and 888 catalyst types from USPTO. The task is: Predict which catalyst facilitates the given reaction. (1) Reactant: [C:1]([CH2:3][CH2:4][NH:5][NH2:6])#[N:2].[CH3:7][O:8][C:9]1[CH:10]=[CH:11][C:12]([CH:15]=O)=[CH:13][CH:14]=1.CC([O-])(C)C.[Na+].O. Product: [CH3:7][O:8][C:9]1[CH:10]=[CH:11][C:12]([CH2:15][N:6]2[C:1]([NH2:2])=[CH:3][CH:4]=[N:5]2)=[CH:13][CH:14]=1. The catalyst class is: 14. (2) Reactant: [Cl:1][C:2]1[CH:7]=[C:6](I)[CH:5]=[CH:4][N:3]=1.[Cl:9][C:10]1[CH:15]=[CH:14][CH:13]=[CH:12][C:11]=1[C:16]1[C:17]([C:21]([O:23][CH3:24])=[O:22])=[N:18][NH:19][CH:20]=1.CN[C@@H]1CCCC[C@H]1NC.C(=O)([O-])[O-].[K+].[K+]. Product: [Cl:9][C:10]1[CH:15]=[CH:14][CH:13]=[CH:12][C:11]=1[C:16]1[C:17]([C:21]([O:23][CH3:24])=[O:22])=[N:18][N:19]([C:6]2[CH:5]=[CH:4][N:3]=[C:2]([Cl:1])[CH:7]=2)[CH:20]=1. The catalyst class is: 185. (3) Reactant: [Cl:1][C:2]1[CH:3]=[N:4][C:5]2[NH:6][C:7]3[CH:8]=[N:9][CH:10]=[C:11]([CH:32]=3)[CH2:12][CH2:13][C:14]3[CH:22]=[C:18]([NH:19][C:20]=1[N:21]=2)[CH:17]=[CH:16][C:15]=3[O:23][CH2:24][C:25]([O:27]C(C)(C)C)=[O:26].O1CCOCC1. Product: [ClH:1].[ClH:1].[Cl:1][C:2]1[CH:3]=[N:4][C:5]2[NH:6][C:7]3[CH:8]=[N:9][CH:10]=[C:11]([CH:32]=3)[CH2:12][CH2:13][C:14]3[CH:22]=[C:18]([NH:19][C:20]=1[N:21]=2)[CH:17]=[CH:16][C:15]=3[O:23][CH2:24][C:25]([OH:27])=[O:26]. The catalyst class is: 33.